Dataset: Experimentally validated miRNA-target interactions with 360,000+ pairs, plus equal number of negative samples. Task: Binary Classification. Given a miRNA mature sequence and a target amino acid sequence, predict their likelihood of interaction. (1) The miRNA is ssc-miR-181d-5p with sequence AACAUUCAUUGUUGUCGGUGGGUU. The protein sequence of the target gene is MASRRKSTTPCMVLASEQDPDLELISDLDEGPPILTPVENAKAESVSSDEEVHGSVDSDNQQNKKVEGGYECKYCTFQTPDLNMFTFHVDSEHPNVVLNSSYVCVECNFLTKRYDALSEHNLKYHPGEENFKLTMVKRNNQTIFEQTINDLTFDGSFVKEENTEQGESIDVSSSGISISKTPIMKMMKNKVENKRITVHHNSAEGTSEEKENGVKASQEENAESVSSSALESNTSTSTINRVHPSPASTVVTPTAVLPGLAQVITAVSAQQNSNLLPKVLIPVNSIPTYNAALDNNPLLL.... Result: 0 (no interaction). (2) The miRNA is hsa-miR-3941 with sequence UUACACACAACUGAGGAUCAUA. The protein sequence of the target gene is MSELLDLSFLSEEEKDLILSVLQRDEEVRKADEKRIRRLKNELLEIKRKGAKRGSQHYSDRTCARCQESLGRLSPKTNTCRGCNHLVCRDCRIQESNGTWRCKVCAKEIELKKATGDWFYDQKVNRFAYRTGSEIIRMSLRHKPAVSKRETVGQSLLHQTQMGDIWPGRKIIQERQKEPSVLFEVPKLKSGKSALEAESESLDSFTADSDSTSRRDSLDKSGLFPEWKKMSAPKSQVEKETQPGGQNVVFVDEGEMIFKKNTRKILRPSEYTKSVIDLRPEDVVHESGSLGDRSKSVPGL.... Result: 1 (interaction).